From a dataset of Caco-2 cell permeability data measuring drug intestinal absorption for ~900 compounds. Regression/Classification. Given a drug SMILES string, predict its absorption, distribution, metabolism, or excretion properties. Task type varies by dataset: regression for continuous measurements (e.g., permeability, clearance, half-life) or binary classification for categorical outcomes (e.g., BBB penetration, CYP inhibition). For this dataset (caco2_wang), we predict Y. (1) The compound is c1ccc2c(NCCCCCCCNc3c4c(nc5ccccc35)CCCC4)c3c(nc2c1)CCCC3. The Y is -5.44 log Papp (cm/s). (2) The molecule is OC[C@@H]1O[C@@](O)(CO)[C@H](O)[C@H]1O[C@@H]1O[C@H](CO)[C@H](O)[C@H](O)[C@H]1O. The Y is -6.54 log Papp (cm/s). (3) The drug is C=C[C@H]1CN2CC[C@H]1C[C@@H]2[C@@H](O)c1ccnc2ccc(OC)cc12. The Y is -4.69 log Papp (cm/s). (4) The molecule is Cc1nccc2c1[nH]c1cc(O)ccc12. The Y is -5.30 log Papp (cm/s). (5) The compound is O=C1c2ccccc2-n2c1nc1ccccc1c2=O. The Y is -4.20 log Papp (cm/s). (6) The drug is COc1ccc2cc3[n+](cc2c1O)CCc1cc2c(cc1-3)OCO2. The Y is -4.88 log Papp (cm/s).